From a dataset of Experimentally validated miRNA-target interactions with 360,000+ pairs, plus equal number of negative samples. Binary Classification. Given a miRNA mature sequence and a target amino acid sequence, predict their likelihood of interaction. (1) The miRNA is cel-miR-268 with sequence GGCAAGAAUUAGAAGCAGUUUGGU. The protein sequence of the target gene is MGASASSPATAVNASNASDGQPASPPSGCPMHKGQRKGCPVTAATSDLTSESKAHTVPAHQDRAYDYVECPVTGARAKDKESLDPSNLMPPPNQTPSPDQPFTLSTSREESSIPRADSEKKWVYPSEQMFWNAMLRKGWKWKDDDISQKDMYNIIRIHNQNNEQAWKEILKWEALHAHECPCGPSLVRFGGKAREYSPRARIRSWMGYELPFDRHDWIINRCGTEVRYVIDYYDGGEVNKEYQFTILDVRPAFDSFSAVWDRMKVAWWRWTS. Result: 0 (no interaction). (2) The miRNA is hsa-miR-4650-5p with sequence UCAGGCCUCUUUCUACCUU. The protein sequence of the target gene is MFPPSGSTGLIPPSHFQARPLSTLPRMAPTWLSDIPLVQPPGHQDVSERRLDTQRPQVTMWERDVSSDRQEPGRRGRSWGLEGSQALSQQAEVIVRQLQELRRLEEEVRLLRETSLQQKMRLEAQAMELEALARAEKAGRAEAEGLRAALAGAEVVRKNLEEGSQRELEEVQRLHQEQLSSLTQAHEEALSSLTSKAEGLEKSLSSLETRRAGEAKELAEAQREAELLRKQLSKTQEDLEAQVTLVENLRKYVGEQVPSEVHSQTWELERQKLLETMQHLQEDRDSLHATAELLQVRVQS.... Result: 0 (no interaction). (3) The miRNA is hsa-miR-186-5p with sequence CAAAGAAUUCUCCUUUUGGGCU. The protein sequence of the target gene is MPHLENVVLCRESQVSILQSLFGERHHFSFPSIFIYGHTASGKTYVTQTLLKTLELPHVFVNCVECFTLRLLLEQILNKLNHLSSSEDGCSTEITCETFNDFVRLFKQVTTAENLKDQTVYIVLDKAEYLRDMEANLLPGFLRLQELADRNVTVLFLSEIVWEKFRPNTGCFEPFVLYFPDYSIGNLQKILSHDHPPEYSADFYAAYINILLGVFYTVCRDLKELRHLAVLNFPKYCEPVVKGEASERDTRKLWRNIEPHLKKAMQTVYLREISSSQWEKLQKDDTDPGQLKGLSAHTHV.... Result: 1 (interaction). (4) The protein sequence of the target gene is MAGERTRRFTRSLLRPGQAAELRHSAASAAAVAVSSRQQQRQEKPRLLEPLDYETVIEELEKTYRNDPLQDLLFFPSDDFSAATVSWDIRTLYSTVPEDAEHKAENLLVKEACKFYSSQWHVVNYKYEQYSGDIRQLPRAEYKPEKLPSHSFEIDHEDADKDEDTTSHSSSKGGGGAGGTGVFKSGWLYKGNFNSTVNNTVTVRSFKKRYFQLTQLPDNSYIMNFYKDEKISKEPKGCIFLDSCTGVVQNNRLRKYAFELKMNDLTYFVLAAETESDMDEWIHTLNRILQISPEGPLQGR.... The miRNA is hsa-miR-891b with sequence UGCAACUUACCUGAGUCAUUGA. Result: 0 (no interaction). (5) The miRNA is hsa-miR-6802-5p with sequence CUAGGUGGGGGGCUUGAAGC. Result: 0 (no interaction). The protein sequence of the target gene is MGADDGAISADKVDIRLQPLNKNGAQDETDEEAADQIQLRVYKQRWIVLLAVALLNNTNTMSWIGYAPSGNYVNSFYGESSAAWLSMVYMMCTIPVGMFAMWAGREWGLRTAVLIAGWANGIGAVIRVISSLDFVPQDLRFPICMTGQGIAAIAYPFIMFLPTKVAGSWFPDTQRAIATSIGVMSNPLGVLMANLISPAIVKSPEHVIWLNIFTCVPSLIAMLIATFGVNRSEPKIPPTFSASKPQMDFVSGMKSCFSSKQYIILLIVMGGGIGMFNCLYTVMLELLCPSGYSNFFSGVC....